Predict the reactants needed to synthesize the given product. From a dataset of Full USPTO retrosynthesis dataset with 1.9M reactions from patents (1976-2016). (1) Given the product [CH3:9][C:8]1([CH3:10])[O:11][B:21]([OH:20])[C:2]2[CH:7]=[CH:6][CH:5]=[CH:4][C:3]1=2, predict the reactants needed to synthesize it. The reactants are: Br[C:2]1[CH:7]=[CH:6][CH:5]=[CH:4][C:3]=1[C:8]([OH:11])([CH3:10])[CH3:9].C([Li])CCC.C([O:20][B:21](OC(C)C)OC(C)C)(C)C.Cl. (2) Given the product [CH3:1][O:2][C:3](=[O:26])[CH2:4][C:5]1[C:14]([CH3:15])=[C:13]([C:28]2[CH:29]=[CH:30][C:31]([S:34][C:35]3[CH:36]=[C:37]([C:45]([F:47])([F:46])[F:48])[CH:38]=[C:39]([C:41]([F:44])([F:42])[F:43])[CH:40]=3)=[CH:32][CH:33]=2)[C:8]2[C:7](=[CH:12][CH:11]=[C:10]([Cl:25])[CH:9]=2)[CH:6]=1, predict the reactants needed to synthesize it. The reactants are: [CH3:1][O:2][C:3](=[O:26])[CH2:4][C:5]1[C:14]([CH3:15])=[C:13](B2OC(C)(C)C(C)(C)O2)[C:12]2[C:7](=[CH:8][CH:9]=[C:10]([Cl:25])[CH:11]=2)[CH:6]=1.Br[C:28]1[CH:33]=[CH:32][C:31]([S:34][C:35]2[CH:40]=[C:39]([C:41]([F:44])([F:43])[F:42])[CH:38]=[C:37]([C:45]([F:48])([F:47])[F:46])[CH:36]=2)=[CH:30][CH:29]=1.C(=O)(O)[O-].[Na+].O. (3) Given the product [CH2:17]([N:16]1[C:8]2[N:9]=[C:10]([S:14][CH3:15])[N:11]=[C:12]([CH3:13])[C:7]=2[CH:6]=[CH:5][C:4]1=[O:3])[CH3:18], predict the reactants needed to synthesize it. The reactants are: C([O:3][C:4](=O)/[CH:5]=[CH:6]/[C:7]1[C:8]([NH:16][CH2:17][CH3:18])=[N:9][C:10]([S:14][CH3:15])=[N:11][C:12]=1[CH3:13])C.N12CCCN=C1CCCCC2. (4) Given the product [CH3:35][S:32]([O:31][C:28]1[CH:29]=[CH:30][C:25]([CH2:24][O:11][C:10](=[O:12])[C:9]2[CH:13]=[CH:14][C:6]([CH2:5][CH:4]([O:3][CH2:1][CH3:2])[C:15]([O:17][CH2:18][C:19]([Cl:20])([Cl:21])[Cl:22])=[O:16])=[CH:7][CH:8]=2)=[CH:26][CH:27]=1)(=[O:34])=[O:33], predict the reactants needed to synthesize it. The reactants are: [CH2:1]([O:3][CH:4]([C:15]([O:17][CH2:18][C:19]([Cl:22])([Cl:21])[Cl:20])=[O:16])[CH2:5][C:6]1[CH:14]=[CH:13][C:9]([C:10]([OH:12])=[O:11])=[CH:8][CH:7]=1)[CH3:2].O[CH2:24][C:25]1[CH:30]=[CH:29][C:28]([O:31][S:32]([CH3:35])(=[O:34])=[O:33])=[CH:27][CH:26]=1.C(OC(=O)C(OCC)CC1C=CC(OC(=O)CC2N=C(C3C=CC=CC=3)OC=2C)=C(CC2C=CC=CC=2)C=1)C1C=CC=CC=1. (5) Given the product [C:43]([N:40]1[CH2:39][CH2:38][CH:37]([NH:36][C:12]2[C:13]([C:20]3[NH:29][C:28](=[O:30])[C:27]4[C:22](=[CH:23][C:24]([O:33][CH3:34])=[CH:25][C:26]=4[O:31][CH3:32])[N:21]=3)=[N:14][CH:15]=[C:16]([O:18][CH3:19])[CH:17]=2)[CH2:42][CH2:41]1)(=[O:47])[CH:44]([CH3:46])[CH3:45], predict the reactants needed to synthesize it. The reactants are: C[Si]([N-][Si](C)(C)C)(C)C.[Li+].F[C:12]1[C:13]([C:20]2[NH:29][C:28](=[O:30])[C:27]3[C:22](=[CH:23][C:24]([O:33][CH3:34])=[CH:25][C:26]=3[O:31][CH3:32])[N:21]=2)=[N:14][CH:15]=[C:16]([O:18][CH3:19])[CH:17]=1.Cl.[NH2:36][CH:37]1[CH2:42][CH2:41][N:40]([C:43](=[O:47])[CH:44]([CH3:46])[CH3:45])[CH2:39][CH2:38]1. (6) Given the product [CH3:34][O:33][CH:22]([O:21][CH3:20])[C:23]1[CH:28]=[CH:27][C:26]([N+:29]([O-:31])=[O:30])=[C:25]([NH:1][C:2]2[S:3][C:4]([C:17]([NH2:19])=[O:18])=[C:5]([C:7]3[CH:12]=[CH:11][CH:10]=[CH:9][C:8]=3[C:13]([F:16])([F:14])[F:15])[N:6]=2)[CH:24]=1, predict the reactants needed to synthesize it. The reactants are: [NH2:1][C:2]1[S:3][C:4]([C:17]([NH2:19])=[O:18])=[C:5]([C:7]2[CH:12]=[CH:11][CH:10]=[CH:9][C:8]=2[C:13]([F:16])([F:15])[F:14])[N:6]=1.[CH3:20][O:21][CH:22]([O:33][CH3:34])[C:23]1[CH:28]=[CH:27][C:26]([N+:29]([O-:31])=[O:30])=[C:25](F)[CH:24]=1.C(=O)([O-])[O-].[Cs+].[Cs+].